This data is from Hepatocyte clearance measurements from AstraZeneca. The task is: Regression/Classification. Given a drug SMILES string, predict its absorption, distribution, metabolism, or excretion properties. Task type varies by dataset: regression for continuous measurements (e.g., permeability, clearance, half-life) or binary classification for categorical outcomes (e.g., BBB penetration, CYP inhibition). For this dataset (clearance_hepatocyte_az), we predict log10(clearance) (log10 of the in vitro intrinsic clearance, CLint, in uL/min per 10^6 hepatocytes; values are censored to the assay range of 3 to 150, which is 0.477 to 2.18 on this log10 scale). The drug is CCC(=O)O[C@]1(C(=O)SCF)[C@H](C)C[C@H]2[C@@H]3C[C@H](F)C4=CC(=O)C=C[C@]4(C)[C@@]3(F)[C@@H](O)C[C@@]21C. The log10(clearance) is 2.03.